From a dataset of Forward reaction prediction with 1.9M reactions from USPTO patents (1976-2016). Predict the product of the given reaction. (1) Given the reactants [Br:1][C:2]1[CH:7]=[CH:6][C:5]([C:8](=[N:22][O:23][CH2:24][CH3:25])[CH:9]2[CH2:14][CH2:13][N:12]([C:15]3([CH3:21])[CH2:20][CH2:19][NH:18][CH2:17][CH2:16]3)[CH2:11][CH2:10]2)=[CH:4][CH:3]=1.[CH3:26][N:27]1[C:35]2[C:30](=[CH:31][CH:32]=[CH:33][CH:34]=2)[CH:29]=[C:28]1[C:36](O)=[O:37].CCN(CC)CC.CN(C(ON1N=NC2C=CC=NC1=2)=[N+](C)C)C.F[P-](F)(F)(F)(F)F, predict the reaction product. The product is: [Br:1][C:2]1[CH:7]=[CH:6][C:5](/[C:8](=[N:22]/[O:23][CH2:24][CH3:25])/[CH:9]2[CH2:10][CH2:11][N:12]([C:15]3([CH3:21])[CH2:20][CH2:19][N:18]([C:36]([C:28]4[N:27]([CH3:26])[C:35]5[C:30]([CH:29]=4)=[CH:31][CH:32]=[CH:33][CH:34]=5)=[O:37])[CH2:17][CH2:16]3)[CH2:13][CH2:14]2)=[CH:4][CH:3]=1. (2) Given the reactants [C:1]([C:3]1[CH:4]=[C:5]([CH:28]=[CH:29][CH:30]=1)[C:6]([NH:8][C:9]1[C:10]([CH3:27])=[C:11]2[C:17]([CH:18]3[CH2:25][C:22]4([CH2:24][CH2:23]4)[NH:21][CH2:20][CH2:19]3)=[CH:16][N:15]([CH3:26])[C:12]2=[N:13][CH:14]=1)=[O:7])#[N:2].[C:31](Cl)(=[O:35])[CH:32]([CH3:34])[CH3:33], predict the reaction product. The product is: [C:1]([C:3]1[CH:4]=[C:5]([CH:28]=[CH:29][CH:30]=1)[C:6]([NH:8][C:9]1[C:10]([CH3:27])=[C:11]2[C:17]([CH:18]3[CH2:25][C:22]4([CH2:23][CH2:24]4)[N:21]([C:31](=[O:35])[CH:32]([CH3:34])[CH3:33])[CH2:20][CH2:19]3)=[CH:16][N:15]([CH3:26])[C:12]2=[N:13][CH:14]=1)=[O:7])#[N:2]. (3) Given the reactants [N+:1]([C:4]1[CH:5]=[C:6]2[C:10](=[CH:11][CH:12]=1)[N:9]([C:13]([NH:15][C:16]1[CH:21]=[CH:20][CH:19]=[CH:18][N:17]=1)=[O:14])[CH2:8][CH2:7]2)([O-])=O.C([O-])=O.[NH4+], predict the reaction product. The product is: [NH2:1][C:4]1[CH:5]=[C:6]2[C:10](=[CH:11][CH:12]=1)[N:9]([C:13]([NH:15][C:16]1[CH:21]=[CH:20][CH:19]=[CH:18][N:17]=1)=[O:14])[CH2:8][CH2:7]2. (4) Given the reactants [Br:1][C:2]1[C:3]([S:9][CH3:10])=[N:4][C:5](Cl)=[N:6][CH:7]=1.[CH3:11][C:12]([NH2:15])([CH3:14])[CH3:13], predict the reaction product. The product is: [Br:1][C:2]1[C:3]([S:9][CH3:10])=[N:4][C:5]([NH:15][C:12]([CH3:14])([CH3:13])[CH3:11])=[N:6][CH:7]=1.